The task is: Predict the reactants needed to synthesize the given product.. This data is from Full USPTO retrosynthesis dataset with 1.9M reactions from patents (1976-2016). (1) Given the product [NH2:29][C:25]1[N:9]([C:5]2[CH:6]=[CH:7][CH:8]=[C:3]([C:2]([F:13])([F:14])[F:1])[CH:4]=2)[C:10](=[O:11])[NH:12][CH:21]([C:20]2[CH:23]=[CH:24][C:17]([C:15]#[N:16])=[CH:18][CH:19]=2)[C:26]=1[C:27]#[N:28], predict the reactants needed to synthesize it. The reactants are: [F:1][C:2]([F:14])([F:13])[C:3]1[CH:4]=[C:5]([NH:9][C:10]([NH2:12])=[O:11])[CH:6]=[CH:7][CH:8]=1.[C:15]([C:17]1[CH:24]=[CH:23][C:20]([CH:21]=O)=[CH:19][CH:18]=1)#[N:16].[C:25](#[N:29])[CH2:26][C:27]#[N:28].Cl. (2) Given the product [CH3:1][N:2]1[C:10]([CH3:11])=[C:9]2[C:4]([CH:5]=[C:6]([NH:12][C:13]3[N:18]=[C:17]([NH:19][CH:20]4[CH2:30][CH2:29][C:23]5([CH2:28][CH2:27][N:26]([C:63](=[O:64])[CH2:62][C:60]#[N:61])[CH2:25][CH2:24]5)[CH2:22][CH2:21]4)[C:16]([CH3:31])=[CH:15][N:14]=3)[CH:7]=[CH:8]2)=[N:3]1, predict the reactants needed to synthesize it. The reactants are: [CH3:1][N:2]1[C:10]([CH3:11])=[C:9]2[C:4]([CH:5]=[C:6]([NH:12][C:13]3[N:18]=[C:17]([NH:19][CH:20]4[CH2:30][CH2:29][C:23]5([CH2:28][CH2:27][NH:26][CH2:25][CH2:24]5)[CH2:22][CH2:21]4)[C:16]([CH3:31])=[CH:15][N:14]=3)[CH:7]=[CH:8]2)=[N:3]1.C1C=NC2N(O)N=NC=2C=1.CCN=C=NCCCN(C)C.C(N(CC)CC)C.[C:60]([CH2:62][C:63](O)=[O:64])#[N:61]. (3) The reactants are: Cl[C:2]1[N:7]=[C:6]([NH2:8])[CH:5]=[CH:4][N:3]=1.[CH:9]12[O:16][CH:13]([CH2:14][CH2:15]1)[CH2:12][NH:11][CH2:10]2.C(=O)([O-])[O-].[K+].[K+]. Given the product [CH:13]12[O:16][CH:9]([CH2:15][CH2:14]1)[CH2:10][N:11]([C:2]1[N:7]=[C:6]([NH2:8])[CH:5]=[CH:4][N:3]=1)[CH2:12]2, predict the reactants needed to synthesize it.